Dataset: Peptide-MHC class I binding affinity with 185,985 pairs from IEDB/IMGT. Task: Regression. Given a peptide amino acid sequence and an MHC pseudo amino acid sequence, predict their binding affinity value. This is MHC class I binding data. (1) The peptide sequence is FLDKGTYTL. The MHC is BoLA-T2C with pseudo-sequence BoLA-T2C. The binding affinity (normalized) is 0.511. (2) The peptide sequence is DTLKVGNTY. The MHC is HLA-A29:02 with pseudo-sequence HLA-A29:02. The binding affinity (normalized) is 0.0847.